This data is from Catalyst prediction with 721,799 reactions and 888 catalyst types from USPTO. The task is: Predict which catalyst facilitates the given reaction. (1) Reactant: [Br:1][C:2]1[CH:10]=[CH:9][C:5]([C:6](O)=[O:7])=[C:4]([N+:11]([O-:13])=[O:12])[CH:3]=1.B. Product: [Br:1][C:2]1[CH:10]=[CH:9][C:5]([CH2:6][OH:7])=[C:4]([N+:11]([O-:13])=[O:12])[CH:3]=1. The catalyst class is: 1. (2) Reactant: Cl[C:2]1[N:7]=[C:6]([O:8][CH:9]2[CH2:14][CH2:13][N:12]([C:15]([O:17][C:18]([CH3:21])([CH3:20])[CH3:19])=[O:16])[CH2:11][CH2:10]2)[CH:5]=[CH:4][N:3]=1.[NH2:22][C:23]1[CH:24]=[C:25]([C:32]2[S:36][C:35]([C:37]3([OH:41])[CH2:40][CH2:39][CH2:38]3)=[N:34][CH:33]=2)[CH:26]=[C:27]([N+:29]([O-:31])=[O:30])[CH:28]=1.CC1(C)C2C(=C(P(C3C=CC=CC=3)C3C=CC=CC=3)C=CC=2)OC2C(P(C3C=CC=CC=3)C3C=CC=CC=3)=CC=CC1=2.C(=O)([O-])[O-].[Cs+].[Cs+]. Product: [OH:41][C:37]1([C:35]2[S:36][C:32]([C:25]3[CH:24]=[C:23]([NH:22][C:2]4[N:7]=[C:6]([O:8][CH:9]5[CH2:14][CH2:13][N:12]([C:15]([O:17][C:18]([CH3:21])([CH3:20])[CH3:19])=[O:16])[CH2:11][CH2:10]5)[CH:5]=[CH:4][N:3]=4)[CH:28]=[C:27]([N+:29]([O-:31])=[O:30])[CH:26]=3)=[CH:33][N:34]=2)[CH2:40][CH2:39][CH2:38]1. The catalyst class is: 160.